This data is from Forward reaction prediction with 1.9M reactions from USPTO patents (1976-2016). The task is: Predict the product of the given reaction. Given the reactants [CH3:1][O:2][C:3]([C:5]1[S:6][C:7](C2CCC(C)(C)CC2)=[CH:8][C:9]=1N(C(CO)CO)C([C@H]1CC[C@H](C)CC1)=O)=[O:4].C=O, predict the reaction product. The product is: [CH3:1][O:2][C:3]([C:5]1[S:6][CH:7]=[CH:8][CH:9]=1)=[O:4].